This data is from Reaction yield outcomes from USPTO patents with 853,638 reactions. The task is: Predict the reaction yield, written as a fraction of the theoretical maximum amount of product (1.0 means a 100% yield; for example, 0.34 means a 34% yield). (1) The reactants are CO[C:3]1[CH:4]=[C:5]([C:9]2[N:10]=[N:11][CH:12]=[C:13]([C:24]3[CH:29]=[CH:28][CH:27]=[CH:26][CH:25]=3)[C:14]=2[C:15]2[O:16][CH:17]=[C:18]([C:20]([O:22]C)=O)[N:19]=2)[CH:6]=[CH:7][CH:8]=1.[CH3:30][Mg+].[Br-]. The catalyst is C1COCC1. The product is [C:5]1([C:9]2[N:10]=[N:11][CH:12]=[C:13]([C:24]3[CH:29]=[CH:28][CH:27]=[CH:26][CH:25]=3)[C:14]=2[C:15]2[O:16][CH:17]=[C:18]([C:20](=[O:22])[CH3:30])[N:19]=2)[CH:6]=[CH:7][CH:8]=[CH:3][CH:4]=1. The yield is 0.420. (2) The reactants are C([O:8][C@@H](C)CO)C1C=CC=CC=1.[CH2:13]([S:15]([C:18]1[CH:19]=[C:20]([C:24]2[C:29]3[C:30]4[CH:36]=[C:35]([CH3:37])[CH:34]=[N:33][C:31]=4[NH:32][C:28]=3[C:27]([O:38][CH2:39][CH2:40][CH2:41]N(C)C)=[N:26][CH:25]=2)[CH:21]=[CH:22][CH:23]=1)(=[O:17])=[O:16])[CH3:14]. The catalyst is CO.[Pd]. The product is [CH2:13]([S:15]([C:18]1[CH:19]=[C:20]([C:24]2[C:29]3[C:30]4[CH:36]=[C:35]([CH3:37])[CH:34]=[N:33][C:31]=4[NH:32][C:28]=3[C:27]([O:38][CH2:39][C@H:40]([OH:8])[CH3:41])=[N:26][CH:25]=2)[CH:21]=[CH:22][CH:23]=1)(=[O:16])=[O:17])[CH3:14]. The yield is 0.560. (3) The reactants are C([O:8][C:9]1[CH:10]=[C:11]([S:15][C:16]2[CH:42]=[CH:41][C:19]([C:20]([NH:22][NH:23][C:24]([C@@:26]3([CH3:40])[CH2:30][O:29][C:28]([CH3:32])([CH3:31])[N:27]3[C:33]([O:35][C:36]([CH3:39])([CH3:38])[CH3:37])=[O:34])=O)=O)=[CH:18][C:17]=2[C:43]([F:46])([F:45])[F:44])[CH:12]=[CH:13][CH:14]=1)C1C=CC=CC=1.COC1C=CC(P2(SP(C3C=CC(OC)=CC=3)(=S)S2)=[S:56])=CC=1.[C:69]1([CH3:75])[CH:74]=[CH:73][CH:72]=[CH:71][CH:70]=1. No catalyst specified. The product is [CH2:75]([O:8][C:9]1[CH:10]=[C:11]([S:15][C:16]2[CH:42]=[CH:41][C:19]([C:20]3[S:56][C:24]([C@@:26]4([CH3:40])[CH2:30][O:29][C:28]([CH3:31])([CH3:32])[N:27]4[C:33]([O:35][C:36]([CH3:38])([CH3:39])[CH3:37])=[O:34])=[N:23][N:22]=3)=[CH:18][C:17]=2[C:43]([F:46])([F:45])[F:44])[CH:12]=[CH:13][CH:14]=1)[C:69]1[CH:74]=[CH:73][CH:72]=[CH:71][CH:70]=1. The yield is 0.850. (4) The reactants are [F:1][C:2]1[CH:10]=[CH:9][CH:8]=[CH:7][C:3]=1[C:4]([OH:6])=O.[F:11][C:12]1[CH:17]=[CH:16][C:15]([NH:18][C:19]([C:21]2[C:25]([NH2:26])=[CH:24][NH:23][N:22]=2)=[O:20])=[CH:14][CH:13]=1.C(Cl)CCl.C1C=CC2N(O)N=NC=2C=1. The catalyst is CS(C)=O. The product is [F:11][C:12]1[CH:13]=[CH:14][C:15]([NH:18][C:19]([C:21]2[C:25]([NH:26][C:4](=[O:6])[C:3]3[CH:7]=[CH:8][CH:9]=[CH:10][C:2]=3[F:1])=[CH:24][NH:23][N:22]=2)=[O:20])=[CH:16][CH:17]=1. The yield is 0.190.